This data is from Full USPTO retrosynthesis dataset with 1.9M reactions from patents (1976-2016). The task is: Predict the reactants needed to synthesize the given product. (1) Given the product [Br:23][C:20]1[CH:21]=[CH:22][C:17]([CH2:16][P:4](=[O:5])([O:6][CH2:7][CH3:8])[O:3][CH2:2][CH3:1])=[N:18][C:19]=1[CH3:24], predict the reactants needed to synthesize it. The reactants are: [CH3:1][CH2:2][O:3][P+:4]([O:6][CH2:7][CH3:8])=[O:5].[H-].[Na+].CS(O[CH2:16][C:17]1[CH:22]=[CH:21][C:20]([Br:23])=[C:19]([CH3:24])[N:18]=1)(=O)=O. (2) The reactants are: Br[C:2]1[CH:7]=[C:6]([N:8]2[CH2:13][CH2:12][CH2:11]C[CH2:9]2)[CH:5]=[CH:4][C:3]=1[CH2:14][C:15]1[CH:20]=[CH:19][C:18]([N:21]2[CH2:26][CH2:25][CH2:24]C[CH2:22]2)=[CH:17][C:16]=1Br.[Li]C(CC)C.[Si:33]([CH3:37])([CH3:36])(Cl)[Cl:34].C1(Cl)C(=O)C(Cl)=C(Cl)C(=O)C=1Cl. Given the product [Cl-:34].[N:21]1([C:18]2[CH:19]=[CH:20][C:15]3[CH3+:14][C:3]4[C:2]([Si:33]([CH3:37])([CH3:36])[C:16]=3[CH:17]=2)=[CH:7][C:6]([N:8]2[CH2:13][CH2:12][CH2:11][CH2:9]2)=[CH:5][CH:4]=4)[CH2:26][CH2:25][CH2:24][CH2:22]1, predict the reactants needed to synthesize it. (3) Given the product [Br:1][C:2]1[CH:7]=[CH:6][CH:5]=[CH:4][C:3]=1[CH:8]([F:22])[CH3:9], predict the reactants needed to synthesize it. The reactants are: [Br:1][C:2]1[CH:7]=[CH:6][CH:5]=[CH:4][C:3]=1[CH:8](O)[CH3:9].F.F.F.C(N(CC)CC)C.[B-](F)(F)(F)[F:22].CCN([S+](F)F)CC.